From a dataset of Full USPTO retrosynthesis dataset with 1.9M reactions from patents (1976-2016). Predict the reactants needed to synthesize the given product. (1) Given the product [CH3:41][C:40]1[N:39]=[C:38]([NH2:42])[CH:37]=[CH:36][C:35]=1[C:2]1[N:3]=[C:4]([N:22]2[CH2:27][CH2:26][O:25][CH2:24][CH2:23]2)[C:5]2[S:10][C:9]([CH2:11][N:12]3[CH2:17][CH2:16][N:15]([S:18]([CH3:21])(=[O:20])=[O:19])[CH2:14][CH2:13]3)=[CH:8][C:6]=2[N:7]=1, predict the reactants needed to synthesize it. The reactants are: Cl[C:2]1[N:3]=[C:4]([N:22]2[CH2:27][CH2:26][O:25][CH2:24][CH2:23]2)[C:5]2[S:10][C:9]([CH2:11][N:12]3[CH2:17][CH2:16][N:15]([S:18]([CH3:21])(=[O:20])=[O:19])[CH2:14][CH2:13]3)=[CH:8][C:6]=2[N:7]=1.CC1(C)COB([C:35]2[CH:36]=[CH:37][C:38]([NH:42]C(=O)OC(C)(C)C)=[N:39][C:40]=2[CH3:41])OC1. (2) Given the product [CH3:1][O:2][C:3]1[CH:4]=[C:5]2[C:9](=[CH:10][C:11]=1[CH3:12])[N:8]([CH3:13])[CH:7]=[C:6]2[C:14]1[NH:22][C:17]2=[N:18][CH:19]=[CH:20][CH:21]=[C:16]2[CH:15]=1, predict the reactants needed to synthesize it. The reactants are: [CH3:1][O:2][C:3]1[CH:4]=[C:5]2[C:9](=[CH:10][C:11]=1[CH3:12])[N:8]([CH3:13])[CH:7]=[C:6]2[C:14]1[N:22](S(C2C=CC(C)=CC=2)(=O)=O)[C:17]2=[N:18][CH:19]=[CH:20][CH:21]=[C:16]2[CH:15]=1.[OH-].[K+]. (3) Given the product [F:22][C:21]1[C:16]([C:5]#[C:4][CH2:3][CH2:2][C:1]([O:7][C:8]2[CH:13]=[CH:12][CH:11]=[C:10]([Cl:14])[CH:9]=2)=[O:6])=[N:17][CH:18]=[CH:19][CH:20]=1, predict the reactants needed to synthesize it. The reactants are: [C:1]([O:7][C:8]1[CH:13]=[CH:12][CH:11]=[C:10]([Cl:14])[CH:9]=1)(=[O:6])[CH2:2][CH2:3][C:4]#[CH:5].Cl[C:16]1[C:21]([F:22])=[CH:20][CH:19]=[CH:18][N:17]=1. (4) Given the product [Br:1][C:2]1[O:6][C:5]([C:7]([NH:22][C:20]2[S:21][C:17]([CH2:16][C:15]3[CH:14]=[CH:13][C:12]([C:11]([F:26])([F:10])[F:25])=[CH:24][CH:23]=3)=[CH:18][N:19]=2)=[O:9])=[CH:4][CH:3]=1, predict the reactants needed to synthesize it. The reactants are: [Br:1][C:2]1[O:6][C:5]([C:7]([OH:9])=O)=[CH:4][CH:3]=1.[F:10][C:11]([F:26])([F:25])[C:12]1[CH:24]=[CH:23][C:15]([CH2:16][C:17]2[S:21][C:20]([NH2:22])=[N:19][CH:18]=2)=[CH:14][CH:13]=1.C(N(CC)CC)C.CCCP(=O)=O. (5) Given the product [CH3:1][C:2]1[O:3][C:4]([CH3:13])=[CH:5][C:6]=1[C:7]1[NH:11][N:10]=[C:9]([S:12][CH2:16][C:17]2[CH:22]=[CH:21][CH:20]=[CH:19][N:18]=2)[N:8]=1, predict the reactants needed to synthesize it. The reactants are: [CH3:1][C:2]1[O:3][C:4]([CH3:13])=[CH:5][C:6]=1[C:7]1[NH:8][C:9](=[S:12])[NH:10][N:11]=1.Br.Br[CH2:16][C:17]1[CH:22]=[CH:21][CH:20]=[CH:19][N:18]=1. (6) Given the product [C:12]([C:11]1[CH:15]=[CH:16][C:17]([N:19]2[C:27]3[CH2:26][C:25]([CH3:28])([CH3:29])[CH2:24][C:23](=[O:30])[C:22]=3[C:21]([CH3:31])=[N:20]2)=[CH:18][C:10]=1[NH:9][C:7]1[CH:6]=[N:5][N:4]([CH2:3][CH2:2][O:1][S:42]([CH3:41])(=[O:44])=[O:43])[CH:8]=1)(=[O:13])[NH2:14], predict the reactants needed to synthesize it. The reactants are: [OH:1][CH2:2][CH2:3][N:4]1[CH:8]=[C:7]([NH:9][C:10]2[CH:18]=[C:17]([N:19]3[C:27]4[CH2:26][C:25]([CH3:29])([CH3:28])[CH2:24][C:23](=[O:30])[C:22]=4[C:21]([CH3:31])=[N:20]3)[CH:16]=[CH:15][C:11]=2[C:12]([NH2:14])=[O:13])[CH:6]=[N:5]1.C(N(C(C)C)CC)(C)C.[CH3:41][S:42](Cl)(=[O:44])=[O:43].O. (7) The reactants are: [Cl:1][C:2]1[CH:7]=[CH:6][C:5]([SH:8])=[CH:4][CH:3]=1.Br[CH2:10][CH2:11][CH2:12][Cl:13]. Given the product [Cl:1][C:2]1[CH:7]=[CH:6][C:5]([S:8][CH2:10][CH2:11][CH2:12][Cl:13])=[CH:4][CH:3]=1, predict the reactants needed to synthesize it.